From a dataset of NCI-60 drug combinations with 297,098 pairs across 59 cell lines. Regression. Given two drug SMILES strings and cell line genomic features, predict the synergy score measuring deviation from expected non-interaction effect. (1) Drug 1: CC1=C(C(CCC1)(C)C)C=CC(=CC=CC(=CC(=O)O)C)C. Drug 2: CN(C(=O)NC(C=O)C(C(C(CO)O)O)O)N=O. Cell line: NCI-H226. Synergy scores: CSS=0.924, Synergy_ZIP=-1.44, Synergy_Bliss=-2.04, Synergy_Loewe=-1.85, Synergy_HSA=-1.84. (2) Drug 1: C1CCC(CC1)NC(=O)N(CCCl)N=O. Drug 2: CS(=O)(=O)CCNCC1=CC=C(O1)C2=CC3=C(C=C2)N=CN=C3NC4=CC(=C(C=C4)OCC5=CC(=CC=C5)F)Cl. Cell line: IGROV1. Synergy scores: CSS=43.8, Synergy_ZIP=-5.85, Synergy_Bliss=-2.56, Synergy_Loewe=-1.35, Synergy_HSA=1.56. (3) Drug 1: CC1=CC=C(C=C1)C2=CC(=NN2C3=CC=C(C=C3)S(=O)(=O)N)C(F)(F)F. Drug 2: CC12CCC3C(C1CCC2O)C(CC4=C3C=CC(=C4)O)CCCCCCCCCS(=O)CCCC(C(F)(F)F)(F)F. Cell line: OVCAR-8. Synergy scores: CSS=-1.89, Synergy_ZIP=3.25, Synergy_Bliss=4.00, Synergy_Loewe=1.00, Synergy_HSA=-1.05. (4) Drug 1: C1CCC(C1)C(CC#N)N2C=C(C=N2)C3=C4C=CNC4=NC=N3. Drug 2: CN(C)N=NC1=C(NC=N1)C(=O)N. Cell line: MOLT-4. Synergy scores: CSS=18.5, Synergy_ZIP=2.62, Synergy_Bliss=9.11, Synergy_Loewe=10.7, Synergy_HSA=10.8. (5) Drug 1: CCC1=C2CN3C(=CC4=C(C3=O)COC(=O)C4(CC)O)C2=NC5=C1C=C(C=C5)O. Drug 2: COCCOC1=C(C=C2C(=C1)C(=NC=N2)NC3=CC=CC(=C3)C#C)OCCOC.Cl. Cell line: NCI-H226. Synergy scores: CSS=12.3, Synergy_ZIP=-0.435, Synergy_Bliss=4.66, Synergy_Loewe=4.39, Synergy_HSA=4.58. (6) Drug 1: C1=CC=C(C(=C1)C(C2=CC=C(C=C2)Cl)C(Cl)Cl)Cl. Drug 2: N.N.Cl[Pt+2]Cl. Cell line: MDA-MB-435. Synergy scores: CSS=2.97, Synergy_ZIP=-4.08, Synergy_Bliss=-1.59, Synergy_Loewe=-7.17, Synergy_HSA=-0.931. (7) Drug 1: CN(C)N=NC1=C(NC=N1)C(=O)N. Drug 2: CNC(=O)C1=NC=CC(=C1)OC2=CC=C(C=C2)NC(=O)NC3=CC(=C(C=C3)Cl)C(F)(F)F. Cell line: K-562. Synergy scores: CSS=40.6, Synergy_ZIP=-2.47, Synergy_Bliss=-16.3, Synergy_Loewe=-31.0, Synergy_HSA=-16.0.